Dataset: Forward reaction prediction with 1.9M reactions from USPTO patents (1976-2016). Task: Predict the product of the given reaction. (1) Given the reactants [F:1][C:2]1[CH:7]=[CH:6][C:5]([C:8]2([CH2:21][O:22][CH2:23][C:24]3[CH:25]=[C:26]([C:33]([F:36])([F:35])[F:34])[CH:27]=[C:28]4[C:32]=3[NH:31][N:30]=[CH:29]4)[CH2:13][CH2:12][N:11](C(OC(C)(C)C)=O)[CH2:10][CH2:9]2)=[CH:4][CH:3]=1, predict the reaction product. The product is: [F:1][C:2]1[CH:7]=[CH:6][C:5]([C:8]2([CH2:21][O:22][CH2:23][C:24]3[CH:25]=[C:26]([C:33]([F:34])([F:35])[F:36])[CH:27]=[C:28]4[C:32]=3[NH:31][N:30]=[CH:29]4)[CH2:13][CH2:12][NH:11][CH2:10][CH2:9]2)=[CH:4][CH:3]=1. (2) Given the reactants [Cl:1][C:2]1[CH:7]=[CH:6][C:5]([C:8]([CH3:13])([CH3:12])[C:9]([OH:11])=O)=[CH:4][CH:3]=1.Cl[C:15]([N:19](C)C)=C(C)C.[S-]C#N.[K+].[NH:26]([C:28](=[O:44])[C:29]([NH:31][C:32]1[CH:37]=[CH:36][C:35]([N:38]2[CH2:43][CH2:42][O:41][CH2:40][CH2:39]2)=[CH:34][CH:33]=1)=[O:30])[NH2:27].C1N=CN(C(N2C=NC=C2)=O)C=1, predict the reaction product. The product is: [Cl:1][C:2]1[CH:3]=[CH:4][C:5]([C:8]([CH3:13])([CH3:12])[C:9]([NH:19][C:15]2[O:44][C:28]([C:29]([NH:31][C:32]3[CH:33]=[CH:34][C:35]([N:38]4[CH2:39][CH2:40][O:41][CH2:42][CH2:43]4)=[CH:36][CH:37]=3)=[O:30])=[N:26][N:27]=2)=[O:11])=[CH:6][CH:7]=1. (3) Given the reactants C(OC([NH:8][C:9]1[CH:14]=[C:13]([CH2:15][CH2:16][C:17]([F:20])([F:19])[F:18])[N:12]=[C:11]([C:21]([O:23][CH3:24])=[O:22])[CH:10]=1)=O)(C)(C)C.FC(F)(F)C(O)=O.C(=O)(O)[O-].[Na+], predict the reaction product. The product is: [NH2:8][C:9]1[CH:14]=[C:13]([CH2:15][CH2:16][C:17]([F:20])([F:18])[F:19])[N:12]=[C:11]([C:21]([O:23][CH3:24])=[O:22])[CH:10]=1. (4) Given the reactants C(O[CH:4](OCC)[CH2:5][CH2:6][CH2:7][N:8]([CH3:10])[CH3:9])C.Cl.[Br:15][C:16]1[CH:21]=[CH:20][C:19]([NH:22]N)=[CH:18][CH:17]=1, predict the reaction product. The product is: [Br:15][C:16]1[CH:17]=[C:18]2[C:19](=[CH:20][CH:21]=1)[NH:22][CH:4]=[C:5]2[CH2:6][CH2:7][N:8]([CH3:9])[CH3:10].